Dataset: NCI-60 drug combinations with 297,098 pairs across 59 cell lines. Task: Regression. Given two drug SMILES strings and cell line genomic features, predict the synergy score measuring deviation from expected non-interaction effect. Drug 1: C1CC(=O)NC(=O)C1N2CC3=C(C2=O)C=CC=C3N. Drug 2: CCC1(CC2CC(C3=C(CCN(C2)C1)C4=CC=CC=C4N3)(C5=C(C=C6C(=C5)C78CCN9C7C(C=CC9)(C(C(C8N6C)(C(=O)OC)O)OC(=O)C)CC)OC)C(=O)OC)O.OS(=O)(=O)O. Cell line: SF-539. Synergy scores: CSS=45.1, Synergy_ZIP=-6.35, Synergy_Bliss=-5.39, Synergy_Loewe=-11.0, Synergy_HSA=-2.86.